The task is: Binary Classification. Given a miRNA mature sequence and a target amino acid sequence, predict their likelihood of interaction.. This data is from Experimentally validated miRNA-target interactions with 360,000+ pairs, plus equal number of negative samples. (1) The miRNA is hsa-miR-6810-3p with sequence UCCCCUGCUCCCUUGUUCCCCAG. The protein sequence of the target gene is MPGEQMDPTGSQLDSDFSQQDTPCLIIEDSQPESQVLEEDAGSHFSVLSRHLPNLQMHKENPVLDIVSNPEQSAVEQGDSNSSFNEHLKEKKASDPVESSHLGTSGSISQVIERLPQPNRTSSALAVTVEAASLPEEEKEEEELEEEKEGVGANAPGADSLAAEDSASSQLGFGVLELSQSQDVEEHTVPYDVNQEHLQLVTTNSGSSPLSDVDASTAIKCEEQPTEDIAMIEQPSKDIPVTVQPGKGIHVVEEQNLPLVRSEDRPSSPQVSVAAVETKEQVPARELLEEGPQVQPSSEP.... Result: 0 (no interaction). (2) The miRNA is hsa-miR-3663-3p with sequence UGAGCACCACACAGGCCGGGCGC. The protein sequence of the target gene is MAGERTRRFTRSLLRPGQAAELRHSAASAAAVAVSSRQQQRQEKPRLLEPLDYETVIEELEKTYRNDPLQDLLFFPSDDFSAATVSWDIRTLYSTVPEDAEHKAENLLVKEACKFYSSQWHVVNYKYEQYSGDIRQLPRAEYKPEKLPSHSFEIDHEDADKDEDTTSHSSSKGGGGAGGTGVFKSGWLYKGNFNSTVNNTVTVRSFKKRYFQLTQLPDNSYIMNFYKDEKISKEPKGCIFLDSCTGVVQNNRLRKYAFELKMNDLTYFVLAAETESDMDEWIHTLNRILQISPEGPLQGR.... Result: 0 (no interaction).